Predict the product of the given reaction. From a dataset of Forward reaction prediction with 1.9M reactions from USPTO patents (1976-2016). (1) Given the reactants Cl[C:2]1[N:3]=[C:4]([NH:21][C:22]2[CH:30]=[C:29]3[C:25]([CH:26]=[N:27][N:28]3[CH3:31])=[CH:24][CH:23]=2)[C:5]2[CH:10]=[CH:9][N:8]([S:11]([C:14]3[CH:20]=[CH:19][C:17]([CH3:18])=[CH:16][CH:15]=3)(=[O:13])=[O:12])[C:6]=2[N:7]=1.[NH2:32][C:33]1[CH:41]=[CH:40][C:36]([C:37]([NH2:39])=[O:38])=[CH:35][CH:34]=1.C[Si](Cl)(C)C, predict the reaction product. The product is: [CH3:31][N:28]1[C:29]2[C:25](=[CH:24][CH:23]=[C:22]([NH:21][C:4]3[C:5]4[CH:10]=[CH:9][N:8]([S:11]([C:14]5[CH:20]=[CH:19][C:17]([CH3:18])=[CH:16][CH:15]=5)(=[O:13])=[O:12])[C:6]=4[N:7]=[C:2]([NH:32][C:33]4[CH:41]=[CH:40][C:36]([C:37]([NH2:39])=[O:38])=[CH:35][CH:34]=4)[N:3]=3)[CH:30]=2)[CH:26]=[N:27]1. (2) Given the reactants [CH2:1]([C:5]1[N:10]=[C:9](SC)[NH:8][C:7](=[O:13])[CH:6]=1)[CH2:2][CH2:3][CH3:4].[NH2:14][C:15]1[CH:16]=[CH:17][C:18]([CH3:23])=[C:19]([CH:22]=1)[C:20]#[N:21], predict the reaction product. The product is: [CH2:1]([C:5]1[N:10]=[C:9]([NH:14][C:15]2[CH:16]=[CH:17][C:18]([CH3:23])=[C:19]([CH:22]=2)[C:20]#[N:21])[NH:8][C:7](=[O:13])[CH:6]=1)[CH2:2][CH2:3][CH3:4]. (3) Given the reactants Br[C:2]1[C:8]2[CH:9]=[CH:10][CH:11]=[CH:12][C:7]=2[CH2:6][C:5]2[CH:13]=[CH:14][CH:15]=[CH:16][C:4]=2[CH:3]=1.C1(P(C2C=CC=CC=2)C2C=CC=CC=2)C=CC=CC=1.[CH3:36][Si:37]([C:40]#[CH:41])([CH3:39])[CH3:38], predict the reaction product. The product is: [CH3:36][Si:37]([C:40]#[C:41][C:2]1[C:8]2[CH:9]=[CH:10][CH:11]=[CH:12][C:7]=2[CH2:6][C:5]2[CH:13]=[CH:14][CH:15]=[CH:16][C:4]=2[CH:3]=1)([CH3:39])[CH3:38]. (4) Given the reactants [CH3:1][O:2][C@@H:3]1[C@H:7]([OH:8])[C@@H:6]([CH2:9][O:10][Si:11]([O:22][CH:23]([C:30]2[CH:35]=[CH:34][CH:33]=[CH:32][CH:31]=2)[C:24]2[CH:29]=[CH:28][CH:27]=[CH:26][CH:25]=2)([O:17][Si:18]([CH3:21])([CH3:20])[CH3:19])[O:12][Si:13]([CH3:16])([CH3:15])[CH3:14])[O:5][C@H:4]1[N:36]1[CH:43]=[CH:42][C:40](=[O:41])[NH:39][C:37]1=[O:38].[C:44](OC(=O)C)(=[O:46])[CH3:45], predict the reaction product. The product is: [C:44]([O:8][C@@H:7]1[C@@H:6]([CH2:9][O:10][Si:11]([O:22][CH:23]([C:24]2[CH:29]=[CH:28][CH:27]=[CH:26][CH:25]=2)[C:30]2[CH:35]=[CH:34][CH:33]=[CH:32][CH:31]=2)([O:12][Si:13]([CH3:14])([CH3:15])[CH3:16])[O:17][Si:18]([CH3:21])([CH3:20])[CH3:19])[O:5][C@@H:4]([N:36]2[CH:43]=[CH:42][C:40](=[O:41])[NH:39][C:37]2=[O:38])[C@@H:3]1[O:2][CH3:1])(=[O:46])[CH3:45]. (5) Given the reactants [C:1]([O:5][C:6]([N:8]1[CH2:11][CH:10]([NH2:12])[CH2:9]1)=[O:7])([CH3:4])([CH3:3])[CH3:2].[F:13][C:14]([F:29])([F:28])[C:15]1[CH:16]=[C:17]([CH:25]=[CH:26][CH:27]=1)[C:18]([NH:20][CH2:21][C:22](O)=[O:23])=[O:19].CCN=C=NCCCN(C)C.C1C=CC2N(O)N=NC=2C=1, predict the reaction product. The product is: [C:1]([O:5][C:6]([N:8]1[CH2:11][CH:10]([NH:12][C:22](=[O:23])[CH2:21][NH:20][C:18](=[O:19])[C:17]2[CH:25]=[CH:26][CH:27]=[C:15]([C:14]([F:13])([F:29])[F:28])[CH:16]=2)[CH2:9]1)=[O:7])([CH3:4])([CH3:2])[CH3:3].